From a dataset of Forward reaction prediction with 1.9M reactions from USPTO patents (1976-2016). Predict the product of the given reaction. (1) Given the reactants [NH:1]1[CH2:5][CH2:4][C@@H:3]([OH:6])[CH2:2]1.C(N(CC)CC)C.[C:14](O[C:14]([O:16][C:17]([CH3:20])([CH3:19])[CH3:18])=[O:15])([O:16][C:17]([CH3:20])([CH3:19])[CH3:18])=[O:15], predict the reaction product. The product is: [OH:6][C@@H:3]1[CH2:4][CH2:5][N:1]([C:14]([O:16][C:17]([CH3:20])([CH3:19])[CH3:18])=[O:15])[CH2:2]1. (2) Given the reactants C[C:2]1(C)[O:7][CH2:6][C:5]2=[CH:8][C:9]([NH:11][C:12]3[C:13](=[O:28])[N:14]([CH3:27])[CH:15]=[C:16](B4OC(C)(C)C(C)(C)O4)[CH:17]=3)=[N:10][N:4]2[CH2:3]1.[Br:30]C1C(=O)N(C)C=C(Br)C=1, predict the reaction product. The product is: [Br:30][C:16]1[CH:17]=[C:12]([NH:11][C:9]2[CH:8]=[C:5]([CH2:6][O:7][CH3:2])[N:4]([CH3:3])[N:10]=2)[C:13](=[O:28])[N:14]([CH3:27])[CH:15]=1. (3) Given the reactants C(OC[C@@H](O)[C@@H:7]([C:20]([O:22][C:23]([CH3:26])([CH3:25])C)=O)[CH2:8][C:9]1[CH:19]=[CH:18][C:12]2[O:13][C:14]([CH3:17])([CH3:16])[O:15][C:11]=2[CH:10]=1)(=O)C.C[O:29][C:30](C)=C.C[C:34]1(C)[C@@H:38]2[CH2:39][CH2:37][C@@:38]1([CH2:39]S(O)(=O)=O)[C:34](=O)[CH2:37]2.[C:48](=[O:51])([O-])[O-:49].[K+].[K+].C[N:55](C=O)C, predict the reaction product. The product is: [CH3:17][C:14]1([CH3:16])[O:13][C:12]2[CH:18]=[CH:19][C:9]([CH2:8][C@H:7]3[C@@H:20]([CH2:30][OH:29])[O:22][C:23]([CH3:25])([CH3:26])[N:55]3[C:48]([O:49][C:38]([CH3:37])([CH3:34])[CH3:39])=[O:51])=[CH:10][C:11]=2[O:15]1. (4) Given the reactants [CH3:1][C@H:2]1[CH2:7][NH:6][CH2:5][CH2:4][NH:3]1.[Li]CCCC.[CH3:13][C:14]([O:17][C:18](O[C:18]([O:17][C:14]([CH3:16])([CH3:15])[CH3:13])=[O:19])=[O:19])([CH3:16])[CH3:15], predict the reaction product. The product is: [CH3:1][C@H:2]1[CH2:7][NH:6][CH2:5][CH2:4][N:3]1[C:18]([O:17][C:14]([CH3:16])([CH3:15])[CH3:13])=[O:19]. (5) Given the reactants [F:1][C:2]1[CH:3]=[CH:4][CH:5]=[C:6]2[C:10]=1[NH:9][CH:8]=[C:7]2[CH:11]=O.[H-].[Al+3].[Li+].[H-].[H-].[H-], predict the reaction product. The product is: [F:1][C:2]1[CH:3]=[CH:4][CH:5]=[C:6]2[C:10]=1[NH:9][CH:8]=[C:7]2[CH3:11].